From a dataset of Forward reaction prediction with 1.9M reactions from USPTO patents (1976-2016). Predict the product of the given reaction. (1) Given the reactants [CH2:1]([N:8]1[C:12]([C:13]2[CH:18]=[CH:17][CH:16]=[CH:15][CH:14]=2)=[CH:11][CH:10]=[C:9]1[C:19]1[CH:20]=[C:21]2[C:26](=[CH:27][CH:28]=1)[CH:25]=[C:24]([OH:29])[CH:23]=[CH:22]2)[C:2]1[CH:7]=[CH:6][CH:5]=[CH:4][CH:3]=1.[CH3:30][O:31][C:32](=[O:49])[CH:33](OS(C(F)(F)F)(=O)=O)[CH2:34][C:35]1[CH:40]=[CH:39][CH:38]=[CH:37][CH:36]=1.C(=O)([O-])[O-].[Cs+].[Cs+], predict the reaction product. The product is: [CH2:1]([N:8]1[C:12]([C:13]2[CH:14]=[CH:15][CH:16]=[CH:17][CH:18]=2)=[CH:11][CH:10]=[C:9]1[C:19]1[CH:20]=[C:21]2[C:26](=[CH:27][CH:28]=1)[CH:25]=[C:24]([O:29][CH:33]([CH2:34][C:35]1[CH:40]=[CH:39][CH:38]=[CH:37][CH:36]=1)[C:32]([O:31][CH3:30])=[O:49])[CH:23]=[CH:22]2)[C:2]1[CH:3]=[CH:4][CH:5]=[CH:6][CH:7]=1. (2) Given the reactants [CH2:1]([O:8][C:9]1[C:14]([F:15])=[CH:13][CH:12]=[CH:11][C:10]=1Cl)[C:2]1[CH:7]=[CH:6][CH:5]=[CH:4][CH:3]=1.[CH3:17][N:18](C=O)C, predict the reaction product. The product is: [F:15][C:14]1[C:9]([O:8][CH2:1][C:2]2[CH:7]=[CH:6][CH:5]=[CH:4][CH:3]=2)=[C:10]([CH:11]=[CH:12][CH:13]=1)[C:17]#[N:18]. (3) Given the reactants [CH3:1][C:2]1[CH:7]=[C:6]([CH3:8])[CH:5]=[C:4]([CH3:9])[C:3]=1[NH:10][C:11]1[CH:16]=[CH:15][N:14]=[C:13]([NH:17][C:18]2[CH:25]=[CH:24][C:21]([C:22]#[N:23])=[CH:20][CH:19]=2)[N:12]=1.[ClH:26].CC(O)C, predict the reaction product. The product is: [ClH:26].[CH3:1][C:2]1[CH:7]=[C:6]([CH3:8])[CH:5]=[C:4]([CH3:9])[C:3]=1[NH:10][C:11]1[CH:16]=[CH:15][N:14]=[C:13]([NH:17][C:18]2[CH:25]=[CH:24][C:21]([C:22]#[N:23])=[CH:20][CH:19]=2)[N:12]=1. (4) Given the reactants O[C:2](C(F)(F)F)=O.[CH2:8]([N:10]([CH:26]1[CH2:31][CH2:30][NH:29][CH2:28][CH2:27]1)[C:11]1[C:12]([CH3:25])=[C:13]([CH:18]=[C:19]([C:21]([F:24])([F:23])[F:22])[CH:20]=1)[C:14]([O:16][CH3:17])=[O:15])[CH3:9].C=O.C(O[BH-](OC(=O)C)OC(=O)C)(=O)C.[Na+].C([O-])(O)=O.[Na+], predict the reaction product. The product is: [CH2:8]([N:10]([CH:26]1[CH2:31][CH2:30][N:29]([CH3:2])[CH2:28][CH2:27]1)[C:11]1[C:12]([CH3:25])=[C:13]([CH:18]=[C:19]([C:21]([F:24])([F:23])[F:22])[CH:20]=1)[C:14]([O:16][CH3:17])=[O:15])[CH3:9]. (5) Given the reactants Br[C:2]1[C:3]2[N:4]([N:9]=[C:10]([NH2:12])[N:11]=2)[CH:5]=[C:6]([CH3:8])[CH:7]=1.CC1(C)C(C)(C)OB([C:21]2[CH2:26][CH2:25][N:24]([C:27]([O:29][C:30]([CH3:33])([CH3:32])[CH3:31])=[O:28])[CH2:23][CH:22]=2)O1, predict the reaction product. The product is: [C:30]([O:29][C:27]([N:24]1[CH2:23][CH:22]=[C:21]([C:2]2[C:3]3[N:4]([N:9]=[C:10]([NH2:12])[N:11]=3)[CH:5]=[C:6]([CH3:8])[CH:7]=2)[CH2:26][CH2:25]1)=[O:28])([CH3:33])([CH3:31])[CH3:32]. (6) Given the reactants [NH2:1][C:2]1[CH:7]=[CH:6][C:5]([C:8]2[C:16]3[C:15]([NH2:17])=[N:14][CH:13]=[N:12][C:11]=3[O:10][CH:9]=2)=[CH:4][CH:3]=1.[C:18]1([CH3:27])[CH:23]=[CH:22][C:21]([N:24]=[C:25]=[O:26])=[CH:20][CH:19]=1, predict the reaction product. The product is: [NH2:17][C:15]1[C:16]2[C:8]([C:5]3[CH:4]=[CH:3][C:2]([NH:1][C:25]([NH:24][C:21]4[CH:22]=[CH:23][C:18]([CH3:27])=[CH:19][CH:20]=4)=[O:26])=[CH:7][CH:6]=3)=[CH:9][O:10][C:11]=2[N:12]=[CH:13][N:14]=1.